This data is from Reaction yield outcomes from USPTO patents with 853,638 reactions. The task is: Predict the reaction yield, written as a fraction of the theoretical maximum amount of product (1.0 means a 100% yield; for example, 0.34 means a 34% yield). The reactants are Br[C:2]1[C:3]([CH:16]=[O:17])=[CH:4][C:5]2[C:6]([CH3:15])([CH3:14])[CH2:7][CH2:8][C:9]([CH3:13])([CH3:12])[C:10]=2[CH:11]=1.C([Sn](C[CH2:43][CH2:44][CH3:45])(CCCC)/C=C/[Sn](CCCC)(CCCC)CCCC)CCC.BrC1[N:52]=[CH:51][CH:50]=[CH:49][N:48]=1. The catalyst is C1(C)C=CC=CC=1.C1C=CC([P]([Pd]([P](C2C=CC=CC=2)(C2C=CC=CC=2)C2C=CC=CC=2)([P](C2C=CC=CC=2)(C2C=CC=CC=2)C2C=CC=CC=2)[P](C2C=CC=CC=2)(C2C=CC=CC=2)C2C=CC=CC=2)(C2C=CC=CC=2)C2C=CC=CC=2)=CC=1. The product is [N:48]1[CH:49]=[CH:50][CH:51]=[N:52][C:43]=1/[CH:44]=[CH:45]/[C:2]1[C:3]([CH:16]=[O:17])=[CH:4][C:5]2[C:6]([CH3:15])([CH3:14])[CH2:7][CH2:8][C:9]([CH3:13])([CH3:12])[C:10]=2[CH:11]=1. The yield is 0.270.